From a dataset of Full USPTO retrosynthesis dataset with 1.9M reactions from patents (1976-2016). Predict the reactants needed to synthesize the given product. (1) Given the product [F:15][CH:16]([F:43])[C:17]([NH:19][C@H:23]([CH2:24][F:25])[C@H:22]([OH:21])[C:26]1[CH:27]=[CH:28][C:29]([C:2]2[CH:7]=[N:6][C:5]([CH:8]([NH:13][CH3:14])[C:9]([F:12])([F:11])[F:10])=[CH:4][CH:3]=2)=[CH:30][CH:31]=1)=[O:18], predict the reactants needed to synthesize it. The reactants are: Br[C:2]1[CH:3]=[CH:4][C:5]([CH:8]([NH:13][CH3:14])[C:9]([F:12])([F:11])[F:10])=[N:6][CH:7]=1.[F:15][CH:16]([F:43])[C:17]([N:19]1[C@H:23]([CH2:24][F:25])[C@@H:22]([C:26]2[CH:31]=[CH:30][C:29](B3OC(C)(C)C(C)(C)O3)=[CH:28][CH:27]=2)[O:21]C1(C)C)=[O:18].C([O-])([O-])=O.[Na+].[Na+]. (2) Given the product [CH:31]([O:33][C:4]1[CH:3]=[C:2]([CH:7]=[C:6]([O:8][CH3:9])[CH:5]=1)[NH2:1])([CH3:32])[CH3:30], predict the reactants needed to synthesize it. The reactants are: [NH2:1][C:2]1[CH:3]=[C:4](O)[CH:5]=[C:6]([O:8][CH3:9])[CH:7]=1.C1(P(C2C=CC=CC=2)C2C=CC=CC=2)C=CC=CC=1.[CH3:30][CH:31]([OH:33])[CH3:32]. (3) The reactants are: C([NH:18][C@H:19]([C:34]([OH:36])=[O:35])[CH2:20][CH2:21][CH2:22][NH:23][C:24]([O:26][CH2:27][C:28]1[CH:33]=[CH:32][CH:31]=[CH:30][CH:29]=1)=[O:25])(OCC1C2C(=CC=CC=2)C2C1=CC=CC=2)=O.C(NCC)C. Given the product [C:24]([NH:23][CH2:22][CH2:21][CH2:20][C@@H:19]([C:34]([OH:36])=[O:35])[NH2:18])([O:26][CH2:27][C:28]1[CH:33]=[CH:32][CH:31]=[CH:30][CH:29]=1)=[O:25], predict the reactants needed to synthesize it. (4) Given the product [NH2:15][CH:16]1[CH2:19][N:18]([C:20]2[CH:21]=[C:22]([CH:27]=[C:28]([Br:30])[CH:29]=2)[C:23]([O:25][CH3:26])=[O:24])[C:17]1=[O:31], predict the reactants needed to synthesize it. The reactants are: FB(F)F.C(OC([NH:15][CH:16]1[CH2:19][N:18]([C:20]2[CH:21]=[C:22]([CH:27]=[C:28]([Br:30])[CH:29]=2)[C:23]([O:25][CH3:26])=[O:24])[C:17]1=[O:31])=O)C1C=CC=CC=1. (5) Given the product [Br:1][C:2]1[C:10]2[S:9][C:8]([NH:11][C@@H:12]3[CH2:17][CH2:16][CH2:15][CH2:14][C@H:13]3[OH:18])=[N:7][C:6]=2[CH:5]=[CH:4][C:3]=1[OH:19], predict the reactants needed to synthesize it. The reactants are: [Br:1][C:2]1[C:10]2[S:9][C:8]([NH:11][C@@H:12]3[CH2:17][CH2:16][CH2:15][CH2:14][C@H:13]3[OH:18])=[N:7][C:6]=2[CH:5]=[CH:4][C:3]=1[O:19]C.B(Br)(Br)Br. (6) Given the product [O:1]=[S:2]1(=[O:27])[C:6]2[CH:7]=[C:8]([S:11]([N:14]3[C:18]([C:19]4[CH:24]=[CH:23][CH:22]=[CH:21][CH:20]=4)=[CH:17][C:16]([CH2:25][NH:31][CH3:30])=[CH:15]3)(=[O:13])=[O:12])[CH:9]=[CH:10][C:5]=2[CH2:4][CH2:3]1, predict the reactants needed to synthesize it. The reactants are: [O:1]=[S:2]1(=[O:27])[C:6]2[CH:7]=[C:8]([S:11]([N:14]3[C:18]([C:19]4[CH:24]=[CH:23][CH:22]=[CH:21][CH:20]=4)=[CH:17][C:16]([CH:25]=O)=[CH:15]3)(=[O:13])=[O:12])[CH:9]=[CH:10][C:5]=2[CH2:4][CH2:3]1.CO.[CH3:30][NH2:31].[BH4-].[Na+].